From a dataset of NCI-60 drug combinations with 297,098 pairs across 59 cell lines. Regression. Given two drug SMILES strings and cell line genomic features, predict the synergy score measuring deviation from expected non-interaction effect. (1) Drug 1: C1CCC(C1)C(CC#N)N2C=C(C=N2)C3=C4C=CNC4=NC=N3. Drug 2: CCC(=C(C1=CC=CC=C1)C2=CC=C(C=C2)OCCN(C)C)C3=CC=CC=C3.C(C(=O)O)C(CC(=O)O)(C(=O)O)O. Cell line: SK-MEL-2. Synergy scores: CSS=-2.94, Synergy_ZIP=5.11, Synergy_Bliss=6.01, Synergy_Loewe=0.526, Synergy_HSA=-0.183. (2) Drug 1: CC(C1=C(C=CC(=C1Cl)F)Cl)OC2=C(N=CC(=C2)C3=CN(N=C3)C4CCNCC4)N. Synergy scores: CSS=31.4, Synergy_ZIP=1.10, Synergy_Bliss=6.80, Synergy_Loewe=1.61, Synergy_HSA=7.23. Cell line: UACC62. Drug 2: CC1C(C(CC(O1)OC2CC(CC3=C2C(=C4C(=C3O)C(=O)C5=C(C4=O)C(=CC=C5)OC)O)(C(=O)C)O)N)O.Cl. (3) Drug 1: C1CCN(CC1)CCOC2=CC=C(C=C2)C(=O)C3=C(SC4=C3C=CC(=C4)O)C5=CC=C(C=C5)O. Drug 2: CC(C1=C(C=CC(=C1Cl)F)Cl)OC2=C(N=CC(=C2)C3=CN(N=C3)C4CCNCC4)N. Cell line: MDA-MB-231. Synergy scores: CSS=2.45, Synergy_ZIP=-2.03, Synergy_Bliss=-4.78, Synergy_Loewe=-9.61, Synergy_HSA=-6.85. (4) Drug 1: CS(=O)(=O)C1=CC(=C(C=C1)C(=O)NC2=CC(=C(C=C2)Cl)C3=CC=CC=N3)Cl. Drug 2: C1=CN(C(=O)N=C1N)C2C(C(C(O2)CO)O)O.Cl. Cell line: SK-MEL-28. Synergy scores: CSS=10.7, Synergy_ZIP=-2.07, Synergy_Bliss=4.63, Synergy_Loewe=-23.7, Synergy_HSA=-1.26. (5) Drug 1: C1CC(C1)(C(=O)O)C(=O)O.[NH2-].[NH2-].[Pt+2]. Drug 2: C(=O)(N)NO. Cell line: SK-OV-3. Synergy scores: CSS=-3.10, Synergy_ZIP=1.00, Synergy_Bliss=-0.411, Synergy_Loewe=-4.02, Synergy_HSA=-3.58. (6) Drug 1: CCC1=C2CN3C(=CC4=C(C3=O)COC(=O)C4(CC)O)C2=NC5=C1C=C(C=C5)O. Drug 2: C1CN1C2=NC(=NC(=N2)N3CC3)N4CC4. Cell line: HS 578T. Synergy scores: CSS=19.5, Synergy_ZIP=-5.48, Synergy_Bliss=-1.78, Synergy_Loewe=2.48, Synergy_HSA=3.77. (7) Drug 1: C1CC(=O)NC(=O)C1N2CC3=C(C2=O)C=CC=C3N. Drug 2: CC1=CC2C(CCC3(C2CCC3(C(=O)C)OC(=O)C)C)C4(C1=CC(=O)CC4)C. Cell line: HS 578T. Synergy scores: CSS=-3.17, Synergy_ZIP=2.84, Synergy_Bliss=2.02, Synergy_Loewe=-2.58, Synergy_HSA=-3.89.